From a dataset of Forward reaction prediction with 1.9M reactions from USPTO patents (1976-2016). Predict the product of the given reaction. (1) Given the reactants [Cl-].[NH4+].[CH3:3][C:4]1[O:5][C:6]([C:9]2[CH:14]=[CH:13][C:12]([N+:15]([O-])=O)=[CH:11][CH:10]=2)=[N:7][N:8]=1, predict the reaction product. The product is: [CH3:3][C:4]1[O:5][C:6]([C:9]2[CH:14]=[CH:13][C:12]([NH2:15])=[CH:11][CH:10]=2)=[N:7][N:8]=1. (2) Given the reactants [Cl:1][C:2]1[CH:7]=[CH:6][C:5]([Cl:8])=[CH:4][C:3]=1[C:9]1[C:17]2[O:16][CH:15]([CH2:18]OS(C3C=CC(C)=CC=3)(=O)=O)[CH2:14][C:13]=2[CH:12]=[C:11]([O:30][CH3:31])[CH:10]=1.[CH3:32][NH2:33], predict the reaction product. The product is: [Cl:1][C:2]1[CH:7]=[CH:6][C:5]([Cl:8])=[CH:4][C:3]=1[C:9]1[C:17]2[O:16][CH:15]([CH2:18][NH:33][CH3:32])[CH2:14][C:13]=2[CH:12]=[C:11]([O:30][CH3:31])[CH:10]=1. (3) Given the reactants [N+:1]([NH:4][C:5]1[CH:10]=[CH:9][CH:8]=[CH:7][CH:6]=1)([O-])=O.[C:11](O)(=O)C.[N:15]([O-:17])=[O:16].[Na+], predict the reaction product. The product is: [N+:15]([C:7]1[CH:8]=[CH:9][CH:10]=[C:5]2[C:6]=1[CH:11]=[N:1][NH:4]2)([O-:17])=[O:16]. (4) Given the reactants [C:1]([C:4]1[CH:5]=[C:6]([C:11]2[CH:12]=[C:13]3[N:18]([CH:19]=2)[N:17]=[CH:16][N:15]=[C:14]3[N:20]2[CH2:23][CH:22]([C:24]([NH:26][CH2:27][C:28]3[CH:33]=[CH:32][C:31]([CH3:34])=[CH:30][CH:29]=3)=[O:25])[CH2:21]2)[CH:7]=[CH:8][C:9]=1[F:10])(=[O:3])[CH3:2].[CH3:35][Mg+].[Br-], predict the reaction product. The product is: [F:10][C:9]1[CH:8]=[CH:7][C:6]([C:11]2[CH:12]=[C:13]3[N:18]([CH:19]=2)[N:17]=[CH:16][N:15]=[C:14]3[N:20]2[CH2:21][CH:22]([C:24]([NH:26][CH2:27][C:28]3[CH:33]=[CH:32][C:31]([CH3:34])=[CH:30][CH:29]=3)=[O:25])[CH2:23]2)=[CH:5][C:4]=1[C:1]([OH:3])([CH3:35])[CH3:2]. (5) Given the reactants C(Cl)(=O)C(Cl)=O.[CH3:7][N:8]1[C:12]([C:13]([OH:15])=O)=[C:11]([C:16]([F:19])([F:18])[F:17])[C:10]([C:20]([F:26])([F:25])[C:21]([F:24])([F:23])[F:22])=[N:9]1.N1C=CC=CC=1.[NH2:33][C:34]1[C:35]([F:43])=[C:36]([C:39]([F:42])=[CH:40][CH:41]=1)[C:37]#[N:38], predict the reaction product. The product is: [C:37]([C:36]1[C:35]([F:43])=[C:34]([NH:33][C:13]([C:12]2[N:8]([CH3:7])[N:9]=[C:10]([C:20]([F:26])([F:25])[C:21]([F:24])([F:23])[F:22])[C:11]=2[C:16]([F:18])([F:17])[F:19])=[O:15])[CH:41]=[CH:40][C:39]=1[F:42])#[N:38]. (6) Given the reactants C[O:2][C:3]1[N:4]([CH2:21][C:22]2[CH:27]=[CH:26][C:25]([CH2:28]O)=[CH:24][CH:23]=2)[C:5]2[C:10]([N:11]=1)=[C:9]([NH2:12])[N:8]=[C:7]([NH:13][CH2:14][C:15]1[CH:20]=[CH:19][N:18]=[CH:17][CH:16]=1)[N:6]=2.O=S(Cl)[Cl:32], predict the reaction product. The product is: [N:18]1[CH:19]=[CH:20][C:15]([CH2:14][NH:13][C:7]2[N:6]=[C:5]3[C:10]([NH:11][C:3](=[O:2])[N:4]3[CH2:21][C:22]3[CH:27]=[CH:26][C:25]([CH2:28][Cl:32])=[CH:24][CH:23]=3)=[C:9]([NH2:12])[N:8]=2)=[CH:16][CH:17]=1. (7) Given the reactants [CH:1]([C:4]1[CH:12]=[CH:11][CH:10]=[C:9]2[C:5]=1[C:6](=O)[C:7](=[O:13])[NH:8]2)([CH3:3])[CH3:2].[CH:15]1[C:20]([NH:21][NH2:22])=[CH:19][CH:18]=[C:17]([S:23]([NH2:26])(=[O:25])=[O:24])[CH:16]=1.Cl, predict the reaction product. The product is: [CH:1]([C:4]1[CH:12]=[CH:11][CH:10]=[C:9]2[C:5]=1[C:6](=[N:22][NH:21][C:20]1[CH:19]=[CH:18][C:17]([S:23]([NH2:26])(=[O:24])=[O:25])=[CH:16][CH:15]=1)[C:7](=[O:13])[NH:8]2)([CH3:3])[CH3:2].